Dataset: Full USPTO retrosynthesis dataset with 1.9M reactions from patents (1976-2016). Task: Predict the reactants needed to synthesize the given product. (1) Given the product [F:1][C:2]1[CH:3]=[CH:4][C:5]([CH2:6][N:7]2[C:15]3[C:10](=[CH:11][CH:12]=[CH:13][CH:14]=3)[CH:9]=[C:8]2[C:16]([N:46]2[CH2:47][CH2:48][CH:43]([CH:41]([OH:42])[C:35]3[CH:36]=[CH:37][CH:38]=[CH:39][CH:40]=3)[CH2:44][CH2:45]2)=[O:17])=[CH:19][CH:20]=1, predict the reactants needed to synthesize it. The reactants are: [F:1][C:2]1[CH:20]=[CH:19][C:5]([CH2:6][N:7]2[C:15]3[C:10](=[CH:11][CH:12]=[CH:13][CH:14]=3)[CH:9]=[C:8]2[C:16](O)=[O:17])=[CH:4][CH:3]=1.C(Cl)CCl.C1C=CC2N(O)N=NC=2C=1.[C:35]1([CH:41]([CH:43]2[CH2:48][CH2:47][NH:46][CH2:45][CH2:44]2)[OH:42])[CH:40]=[CH:39][CH:38]=[CH:37][CH:36]=1. (2) Given the product [CH3:24][N:25]1[CH:29]=[CH:28][CH:27]=[C:26]1[C:30]([NH:1][C:2]1[CH:7]=[CH:6][CH:5]=[C:4]([C:8]2[N:13]3[N:14]=[CH:15][C:16]([C:17]([C:19]4[S:20][CH:21]=[CH:22][CH:23]=4)=[O:18])=[C:12]3[N:11]=[CH:10][CH:9]=2)[CH:3]=1)=[O:31], predict the reactants needed to synthesize it. The reactants are: [NH2:1][C:2]1[CH:3]=[C:4]([C:8]2[N:13]3[N:14]=[CH:15][C:16]([C:17]([C:19]4[S:20][CH:21]=[CH:22][CH:23]=4)=[O:18])=[C:12]3[N:11]=[CH:10][CH:9]=2)[CH:5]=[CH:6][CH:7]=1.[CH3:24][N:25]1[CH:29]=[CH:28][CH:27]=[C:26]1[C:30](O)=[O:31]. (3) Given the product [C:23]1([C:21]2[CH:20]=[CH:19][C:18]([O:29][CH2:30][C:31]3[CH:32]=[CH:33][CH:34]=[CH:35][CH:36]=3)=[C:17]([C:12]3[N:11]([C:7]4[CH:6]=[C:5]([CH:10]=[CH:9][CH:8]=4)[C:4]([OH:37])=[O:3])[C:15]([CH3:16])=[CH:14][CH:13]=3)[CH:22]=2)[CH:24]=[CH:25][CH:26]=[CH:27][CH:28]=1, predict the reactants needed to synthesize it. The reactants are: C([O:3][C:4](=[O:37])[C:5]1[CH:10]=[CH:9][CH:8]=[C:7]([N:11]2[C:15]([CH3:16])=[CH:14][CH:13]=[C:12]2[C:17]2[CH:22]=[C:21]([C:23]3[CH:28]=[CH:27][CH:26]=[CH:25][CH:24]=3)[CH:20]=[CH:19][C:18]=2[O:29][CH2:30][C:31]2[CH:36]=[CH:35][CH:34]=[CH:33][CH:32]=2)[CH:6]=1)C. (4) Given the product [OH:2][C:3]1[CH:8]=[C:7]([OH:9])[CH:6]=[CH:5][C:4]=1[CH2:11][CH2:12][CH2:13][CH2:14][C:15]([O:17][CH3:19])=[O:16], predict the reactants needed to synthesize it. The reactants are: C[O:2][C:3]1[CH:8]=[C:7]([O:9]C)[CH:6]=[CH:5][C:4]=1[CH2:11][CH2:12][CH2:13][CH2:14][C:15]([OH:17])=[O:16].Br.[C:19](O)(=O)C. (5) Given the product [CH3:1][N:2]1[C:6]2[CH:7]=[CH:8][C:9]([N:11]3[CH:16]=[C:15]([C:17]([O:19][CH2:20][CH3:21])=[O:18])[C:14](=[O:22])[N:13]([CH:32]4[C:33]5[C:28](=[C:27]([C:26]([F:25])([F:38])[F:39])[CH:36]=[CH:35][CH:34]=5)[CH2:29][CH2:30][CH2:31]4)[C:12]3=[O:23])=[CH:10][C:5]=2[S:4][C:3]1=[O:24], predict the reactants needed to synthesize it. The reactants are: [CH3:1][N:2]1[C:6]2[CH:7]=[CH:8][C:9]([N:11]3[CH:16]=[C:15]([C:17]([O:19][CH2:20][CH3:21])=[O:18])[C:14](=[O:22])[NH:13][C:12]3=[O:23])=[CH:10][C:5]=2[S:4][C:3]1=[O:24].[F:25][C:26]([F:39])([F:38])[C:27]1[CH:36]=[CH:35][CH:34]=[C:33]2[C:28]=1[CH2:29][CH2:30][CH2:31][CH:32]2O.C1(P(C2C=CC=CC=2)C2C=CC=CC=2)C=CC=CC=1.CC(OC(/N=N/C(OC(C)C)=O)=O)C.Cl. (6) Given the product [Si:18]([O:8][CH2:7][C:3]1[N:4]=[CH:5][S:6][C:2]=1[CH3:1])([C:14]([CH3:17])([CH3:16])[CH3:15])([CH3:21])[CH3:20], predict the reactants needed to synthesize it. The reactants are: [CH3:1][C:2]1[S:6][CH:5]=[N:4][C:3]=1[CH2:7][OH:8].N1C=CN=C1.[C:14]([Si:18]([CH3:21])([CH3:20])Cl)([CH3:17])([CH3:16])[CH3:15].CCOC(C)=O.C(Cl)Cl. (7) Given the product [O:21]1[CH2:25][CH2:24][CH:23]([CH2:26][NH:27][C:14]([C:11]2[CH:10]=[C:9]([CH2:8][O:7][CH2:6][C:5]3[CH:17]=[CH:18][C:2]([Cl:1])=[CH:3][C:4]=3[F:19])[O:13][N:12]=2)=[O:16])[CH2:22]1, predict the reactants needed to synthesize it. The reactants are: [Cl:1][C:2]1[CH:18]=[CH:17][C:5]([CH2:6][O:7][CH2:8][C:9]2[O:13][N:12]=[C:11]([C:14]([OH:16])=O)[CH:10]=2)=[C:4]([F:19])[CH:3]=1.Cl.[O:21]1[CH2:25][CH2:24][CH:23]([CH2:26][NH2:27])[CH2:22]1.C(N(CC)CC)C.ON1C2C=CC=CC=2N=N1.Cl.C(N=C=NCCCN(C)C)C. (8) Given the product [CH3:14][O:13][C:5]1[CH:4]=[C:3]([CH3:2])[C:12]2[C:7](=[CH:8][CH:9]=[CH:10][CH:11]=2)[N:6]=1, predict the reactants needed to synthesize it. The reactants are: Br[CH2:2][C:3]1[C:12]2[C:7](=[CH:8][CH:9]=[CH:10][CH:11]=2)[N:6]=[C:5]([O:13][CH3:14])[CH:4]=1.COC1C=CC2N=CC=C([C@@H](O)[C@H]3N4C[C@H](C=C)[C@@H](CC4)C3)C=2C=1.C(OC(C)C)(C)C. (9) Given the product [CH:8]1([N:7]2[CH2:2][CH2:3][NH:4][C:5]2=[O:6])[CH2:10][CH2:9]1, predict the reactants needed to synthesize it. The reactants are: Cl[CH2:2][CH2:3][NH:4][C:5]([NH:7][CH:8]1[CH2:10][CH2:9]1)=[O:6].[H-].[Na+].